Dataset: Full USPTO retrosynthesis dataset with 1.9M reactions from patents (1976-2016). Task: Predict the reactants needed to synthesize the given product. (1) The reactants are: [CH2:1]([N:8]1[C:16]2[C:11](=[CH:12][C:13]([O:17][CH2:18][O:19][CH3:20])=[CH:14][CH:15]=2)[C:10]([CH2:21][OH:22])=[C:9]1[CH:23]([CH3:25])[CH3:24])[C:2]1[CH:7]=[CH:6][CH:5]=[CH:4][CH:3]=1.C[N+]1([O-])CCOCC1. Given the product [CH2:1]([N:8]1[C:16]2[C:11](=[CH:12][C:13]([O:17][CH2:18][O:19][CH3:20])=[CH:14][CH:15]=2)[C:10]([CH:21]=[O:22])=[C:9]1[CH:23]([CH3:25])[CH3:24])[C:2]1[CH:3]=[CH:4][CH:5]=[CH:6][CH:7]=1, predict the reactants needed to synthesize it. (2) Given the product [Cl:1][C:2]1[CH:10]=[C:9]([C:11]#[C:12][CH2:13][CH2:14][O:15][CH3:16])[C:5]2[O:6][CH2:7][O:8][C:4]=2[C:3]=1[NH:17][C:18]1[C:27]2[C:22](=[CH:23][C:24]([O:30][CH2:31][CH2:32][CH2:33][N:39]3[CH2:40][CH2:41][N:36]([CH3:35])[C:37](=[O:42])[CH2:38]3)=[C:25]([O:28][CH3:29])[CH:26]=2)[N:21]=[CH:20][N:19]=1, predict the reactants needed to synthesize it. The reactants are: [Cl:1][C:2]1[CH:10]=[C:9]([C:11]#[C:12][CH2:13][CH2:14][O:15][CH3:16])[C:5]2[O:6][CH2:7][O:8][C:4]=2[C:3]=1[NH:17][C:18]1[C:27]2[C:22](=[CH:23][C:24]([O:30][CH2:31][CH2:32][CH2:33]Cl)=[C:25]([O:28][CH3:29])[CH:26]=2)[N:21]=[CH:20][N:19]=1.[CH3:35][N:36]1[CH2:41][CH2:40][NH:39][CH2:38][C:37]1=[O:42]. (3) The reactants are: [N:1]([C@H:4]1[CH2:9][C@H:8]2[C@H:10]3[C@H:19]([CH2:20][CH2:21][C@:6]2([CH3:7])[C@H:5]1[OH:24])[C:18]1[CH:17]=[CH:16][C:15]([O:22][CH3:23])=[CH:14][C:13]=1[CH2:12][CH2:11]3)=[N+]=[N-].O.NN. Given the product [NH2:1][C@H:4]1[CH2:9][C@H:8]2[C@H:10]3[C@H:19]([CH2:20][CH2:21][C@:6]2([CH3:7])[C@H:5]1[OH:24])[C:18]1[CH:17]=[CH:16][C:15]([O:22][CH3:23])=[CH:14][C:13]=1[CH2:12][CH2:11]3, predict the reactants needed to synthesize it. (4) Given the product [C:18]([O:15][C:13](=[O:16])[CH2:14][C:2]1[CH:3]=[C:4]2[C:9](=[CH:10][C:11]=1[CH3:12])[N:8]=[CH:7][CH:6]=[CH:5]2)([CH3:21])([CH3:20])[CH3:19], predict the reactants needed to synthesize it. The reactants are: Br[C:2]1[CH:3]=[C:4]2[C:9](=[CH:10][C:11]=1[CH3:12])[N:8]=[CH:7][CH:6]=[CH:5]2.[C:13]([O-:16])(=[O:15])[CH3:14].[Br-].[C:18]([Zn+2])([CH3:21])([CH3:20])[CH3:19].